From a dataset of Forward reaction prediction with 1.9M reactions from USPTO patents (1976-2016). Predict the product of the given reaction. (1) Given the reactants [N-:1]=[C:2]=[O:3].C(O[C:7](=[O:10])[CH2:8][NH2:9])C.[C:11]1([CH2:17][N:18]2[CH2:23][CH2:22][CH:21](N)[CH2:20][CH2:19]2)[CH:16]=[CH:15][CH:14]=[CH:13][CH:12]=1.CCO.Cl, predict the reaction product. The product is: [C:11]1([CH2:17][N:18]2[CH2:23][CH2:22][CH:21]([N:1]3[C:7](=[O:10])[CH2:8][NH:9][C:2]3=[O:3])[CH2:20][CH2:19]2)[CH:16]=[CH:15][CH:14]=[CH:13][CH:12]=1. (2) The product is: [NH2:8][C:5]1[N:6]=[CH:7][C:2]([C:25]2([OH:24])[CH2:26][CH2:27][N:28]([C:31]([O:33][C:34]([CH3:36])([CH3:35])[CH3:37])=[O:32])[CH2:29][CH2:30]2)=[CH:3][CH:4]=1. Given the reactants Br[C:2]1[CH:3]=[CH:4][C:5]([NH2:8])=[N:6][CH:7]=1.[Li]CCCC.Cl[Si](C)(C)CC[Si](Cl)(C)C.[O:24]=[C:25]1[CH2:30][CH2:29][N:28]([C:31]([O:33][C:34]([CH3:37])([CH3:36])[CH3:35])=[O:32])[CH2:27][CH2:26]1, predict the reaction product. (3) Given the reactants O([C:9]([O:11][C:12]([CH3:15])([CH3:14])[CH3:13])=[O:10])[C:9]([O:11][C:12]([CH3:15])([CH3:14])[CH3:13])=[O:10].[NH2:16][CH2:17][C:18]1(C)[CH:23]=[CH:22][C:21]([CH2:24][NH2:25])=[CH:20][CH:19]1C, predict the reaction product. The product is: [NH2:16][CH2:17][C:18]1[CH:23]=[CH:22][C:21]([CH2:24][NH:25][C:9](=[O:10])[O:11][C:12]([CH3:13])([CH3:14])[CH3:15])=[CH:20][CH:19]=1. (4) Given the reactants [Cl:1][C:2]1[CH:3]=[N:4][CH:5]=[CH:6][C:7]=1[CH:8]1[C:13]([C:14]2[CH:19]=[CH:18][C:17]([C:20]([F:23])([F:22])[F:21])=[CH:16][CH:15]=2)=[N:12][NH:11][C:10](=[O:24])[CH2:9]1.BrBr, predict the reaction product. The product is: [Cl:1][C:2]1[CH:3]=[N:4][CH:5]=[CH:6][C:7]=1[C:8]1[CH:9]=[C:10]([OH:24])[N:11]=[N:12][C:13]=1[C:14]1[CH:15]=[CH:16][C:17]([C:20]([F:21])([F:22])[F:23])=[CH:18][CH:19]=1.